Dataset: Forward reaction prediction with 1.9M reactions from USPTO patents (1976-2016). Task: Predict the product of the given reaction. (1) Given the reactants Cl[C:2]1[C:11]2[C:6](=[CH:7][CH:8]=[CH:9][CH:10]=2)[C:5]([C:12]2[CH:17]=[CH:16][CH:15]=[CH:14][CH:13]=2)=[N:4][N:3]=1.[CH2:18]([N:21]1[C:25]2[CH:26]=[CH:27][C:28]([NH2:30])=[CH:29][C:24]=2[N:23]=[CH:22]1)[C:19]#[CH:20].[CH3:31][CH:32](O)[CH3:33], predict the reaction product. The product is: [C:18]1([N:21]2[C:25]3[CH:26]=[CH:27][C:28]([NH:30][C:2]4[C:11]5[C:6](=[CH:7][CH:8]=[CH:9][CH:10]=5)[C:5]([C:12]5[CH:17]=[CH:16][CH:15]=[CH:14][CH:13]=5)=[N:4][N:3]=4)=[CH:29][C:24]=3[N:23]=[CH:22]2)[CH:33]=[CH:32][CH:31]=[CH:20][CH:19]=1. (2) Given the reactants [NH2:1][C:2]1[S:6][N:5]=[C:4]([CH3:7])[C:3]=1[C:8]([NH:10][C:11]1[CH:12]=[N:13][C:14]([O:17][CH3:18])=[CH:15][CH:16]=1)=[O:9].Cl[C:20]1[CH:29]=[N:28][C:27]2[C:22](=[CH:23][CH:24]=[C:25]([Cl:30])[CH:26]=2)[N:21]=1.C(=O)([O-])[O-].[Cs+].[Cs+].CC1(C)C2C(=C(P(C3C=CC=CC=3)C3C=CC=CC=3)C=CC=2)OC2C(P(C3C=CC=CC=3)C3C=CC=CC=3)=CC=CC1=2, predict the reaction product. The product is: [Cl:30][C:25]1[CH:26]=[C:27]2[C:22](=[CH:23][CH:24]=1)[N:21]=[C:20]([NH:1][C:2]1[S:6][N:5]=[C:4]([CH3:7])[C:3]=1[C:8]([NH:10][C:11]1[CH:12]=[N:13][C:14]([O:17][CH3:18])=[CH:15][CH:16]=1)=[O:9])[CH:29]=[N:28]2. (3) Given the reactants Cl[CH2:2][N:3]1[CH2:8][CH2:7][N:6]([CH2:9][CH3:10])[C:5](=[O:11])[C:4]1=[O:12].[C:13]([O-:16])(=[S:15])[CH3:14].[K+], predict the reaction product. The product is: [C:13]([S:15][CH2:2][N:3]1[CH2:8][CH2:7][N:6]([CH2:9][CH3:10])[C:5](=[O:11])[C:4]1=[O:12])(=[O:16])[CH3:14]. (4) Given the reactants Cl[C:2]1[N:3]([C@@H:15]2[O:21][C@H:20]([CH2:22][O:23]C(=O)C)[C@@H:18]([OH:19])[C@H:16]2[OH:17])[C:4]2[C:9]([C:10]=1[CH:11]=[O:12])=[CH:8][C:7]([Cl:13])=[C:6]([Cl:14])[CH:5]=2.[CH3:27][O-:28].[Na+].CO.C(Cl)(Cl)Cl.CO.O, predict the reaction product. The product is: [Cl:13][C:7]1[CH:8]=[C:9]2[C:4](=[CH:5][C:6]=1[Cl:14])[N:3]([C@@H:15]1[O:21][C@H:20]([CH2:22][OH:23])[C@@H:18]([OH:19])[C@H:16]1[OH:17])[C:2]([O:28][CH3:27])=[C:10]2[CH:11]=[O:12]. (5) Given the reactants [C:1]([O:5][C:6]([N:8]1[CH2:12][C@H:11](O)[CH2:10][C@H:9]1[CH2:14][C:15]#[CH:16])=[O:7])([CH3:4])([CH3:3])[CH3:2].[C:17]1(P(C2C=CC=CC=2)C2C=CC=CC=2)C=CC=CC=1.[N:36]([C:44]([O:46][CH:47]([CH3:49])[CH3:48])=[O:45])=[N:36][C:44]([O:46][CH:47]([CH3:49])[CH3:48])=[O:45].C1C=CC(OP(OC2C=CC=CC=2)(N=[N+]=[N-])=O)=CC=1.N=[PH3].O.C(OC(OC(OC(C)(C)C)=O)=O)(C)(C)C, predict the reaction product. The product is: [C:1]([O:5][C:6]([N:8]1[CH2:12][C@@H:11]([NH:36][C:44]([O:46][C:47]([CH3:49])([CH3:17])[CH3:48])=[O:45])[CH2:10][C@H:9]1[CH2:14][C:15]#[CH:16])=[O:7])([CH3:4])([CH3:3])[CH3:2].